This data is from CYP3A4 inhibition data for predicting drug metabolism from PubChem BioAssay. The task is: Regression/Classification. Given a drug SMILES string, predict its absorption, distribution, metabolism, or excretion properties. Task type varies by dataset: regression for continuous measurements (e.g., permeability, clearance, half-life) or binary classification for categorical outcomes (e.g., BBB penetration, CYP inhibition). Dataset: cyp3a4_veith. (1) The drug is CCOc1ccc(C2=[N+]([O-])C(C)(C)N(O)C2(C)C)cc1. The result is 0 (non-inhibitor). (2) The compound is COCC(=O)N1CCC2(CC1)CN(Cc1ccccc1OC)C2. The result is 0 (non-inhibitor). (3) The drug is Cc1noc(C)c1-c1nc(Nc2ccccc2)c2ccccc2n1. The result is 1 (inhibitor). (4) The drug is O=C(O)c1ccc([N+]2=Cn3c(nc4ccccc43)C2)cc1. The result is 0 (non-inhibitor). (5) The drug is CCn1c(=O)cc(OCC(=O)Nc2cccnc2)c2ccccc21. The result is 1 (inhibitor).